Dataset: Catalyst prediction with 721,799 reactions and 888 catalyst types from USPTO. Task: Predict which catalyst facilitates the given reaction. (1) Reactant: [CH3:1][N:2]([CH3:21])[C:3]1[CH:20]=[CH:19][C:6]([C:7]([NH:9][C:10]2[CH:11]=[C:12]3[C:16](=[CH:17][CH:18]=2)[NH:15][CH:14]=[CH:13]3)=[O:8])=[CH:5][CH:4]=1.[NH:22]1[C:30]2[C:25](=[CH:26][C:27](N)=[CH:28][CH:29]=2)C=C1.OC1C2N=NNC=2C=CC=1.C(N(CC)CC)C.CN(C)C1C=CC(C(O)=O)=CC=1.C(Cl)CCl. Product: [NH2:22][C:30]1[CH:25]=[CH:26][C:27]([N:15]2[C:16]3[C:12](=[CH:11][C:10]([NH:9][C:7](=[O:8])[C:6]4[CH:5]=[CH:4][C:3]([N:2]([CH3:21])[CH3:1])=[CH:20][CH:19]=4)=[CH:18][CH:17]=3)[CH:13]=[CH:14]2)=[CH:28][CH:29]=1. The catalyst class is: 18. (2) Reactant: [N+:1]([C:4]1[CH:9]=[CH:8][C:7]([N:10]=[N:11][C:12]2[C:21]3[C:16](=[CH:17][CH:18]=[CH:19][CH:20]=3)[C:15]([N:22]([CH3:24])[CH3:23])=[CH:14][CH:13]=2)=[CH:6][CH:5]=1)([O-])=O.O.O.O.O.O.O.O.O.O.S([O-])(O)(=O)=O.[Na+].CO. Product: [NH2:1][C:4]1[CH:9]=[CH:8][C:7]([N:10]=[N:11][C:12]2[C:21]3[C:16](=[CH:17][CH:18]=[CH:19][CH:20]=3)[C:15]([N:22]([CH3:24])[CH3:23])=[CH:14][CH:13]=2)=[CH:6][CH:5]=1. The catalyst class is: 6. (3) Reactant: C(=O)([O-])[O-].[Cs+].[Cs+].Br[CH2:8][C:9]1[CH:18]=[CH:17][C:16]2[C:11](=[CH:12][CH:13]=[C:14]([F:19])[CH:15]=2)[N:10]=1.[F:20][C:21]1[CH:22]=[C:23]([CH:35]=[CH:36][CH:37]=1)[C:24]([C:26]1[CH:33]=[C:32]([OH:34])[CH:31]=[CH:30][C:27]=1[C:28]#[N:29])=[O:25].O. Product: [F:20][C:21]1[CH:22]=[C:23]([CH:35]=[CH:36][CH:37]=1)[C:24]([C:26]1[CH:33]=[C:32]([O:34][CH2:8][C:9]2[CH:18]=[CH:17][C:16]3[C:11](=[CH:12][CH:13]=[C:14]([F:19])[CH:15]=3)[N:10]=2)[CH:31]=[CH:30][C:27]=1[C:28]#[N:29])=[O:25]. The catalyst class is: 3. (4) Reactant: CS(C)=O.C(Cl)(=O)C(Cl)=O.[CH2:11]([O:18][C:19]1[CH:26]2[CH:22]([CH2:23][CH:24]([CH2:27][OH:28])[CH2:25]2)[C:21](=[O:29])[C:20]=1[C:30]1[C:35]([CH2:36][CH3:37])=[CH:34][C:33]([CH3:38])=[CH:32][C:31]=1[CH2:39][CH3:40])[C:12]1[CH:17]=[CH:16][CH:15]=[CH:14][CH:13]=1.C(N(CC)CC)C.[Cl-].[NH4+]. Product: [CH2:11]([O:18][C:19]1[CH:26]2[CH:22]([CH2:23][CH:24]([CH:27]=[O:28])[CH2:25]2)[C:21](=[O:29])[C:20]=1[C:30]1[C:35]([CH2:36][CH3:37])=[CH:34][C:33]([CH3:38])=[CH:32][C:31]=1[CH2:39][CH3:40])[C:12]1[CH:13]=[CH:14][CH:15]=[CH:16][CH:17]=1. The catalyst class is: 4. (5) Product: [F:6][C:7]1[C:8]([S:17][CH3:18])=[C:9]([C:13]([F:15])([F:16])[F:14])[CH:10]=[CH:11][C:12]=1[C:19]([OH:21])=[O:20]. Reactant: C([Li])CCC.[F:6][C:7]1[CH:12]=[CH:11][CH:10]=[C:9]([C:13]([F:16])([F:15])[F:14])[C:8]=1[S:17][CH3:18].[C:19](=[O:21])=[O:20].O. The catalyst class is: 305. (6) The catalyst class is: 6. Reactant: [Cl:1][C:2]1[CH:7]=[CH:6][C:5]([C:8]2([C:11]([OH:13])=O)[CH2:10][CH2:9]2)=[CH:4][CH:3]=1.[CH3:14][O:15][C:16]1[CH:21]=[CH:20][C:19]([CH2:22][CH2:23][NH2:24])=[CH:18][CH:17]=1.Cl.C(N=C=NCCCN(C)C)C. Product: [Cl:1][C:2]1[CH:3]=[CH:4][C:5]([C:8]2([C:11]([NH:24][CH2:23][CH2:22][C:19]3[CH:20]=[CH:21][C:16]([O:15][CH3:14])=[CH:17][CH:18]=3)=[O:13])[CH2:9][CH2:10]2)=[CH:6][CH:7]=1. (7) Reactant: [CH2:1]([C:7]1[CH:12]=[CH:11][C:10]([C:13]2[C:14]([C:30]([O:32][CH2:33][CH3:34])=[O:31])=[N:15][N:16]([C:19]([CH3:29])([CH3:28])[CH2:20][C:21]3[CH:26]=[CH:25][C:24]([CH3:27])=[CH:23][CH:22]=3)[C:17]=2[OH:18])=[CH:9][CH:8]=1)[CH2:2][CH2:3][CH2:4][CH2:5][CH3:6].[H-].[Na+].[CH3:37][O:38][CH2:39]Cl. Product: [CH2:1]([C:7]1[CH:8]=[CH:9][C:10]([C:13]2[C:14]([C:30]([O:32][CH2:33][CH3:34])=[O:31])=[N:15][N:16]([C:19]([CH3:28])([CH3:29])[CH2:20][C:21]3[CH:22]=[CH:23][C:24]([CH3:27])=[CH:25][CH:26]=3)[C:17]=2[O:18][CH2:37][O:38][CH3:39])=[CH:11][CH:12]=1)[CH2:2][CH2:3][CH2:4][CH2:5][CH3:6]. The catalyst class is: 483.